Dataset: Cav3 T-type calcium channel HTS with 100,875 compounds. Task: Binary Classification. Given a drug SMILES string, predict its activity (active/inactive) in a high-throughput screening assay against a specified biological target. The compound is O(CC(=O)N1CCCC1)c1c2c(n(CC)c(=O)c1)cccc2. The result is 0 (inactive).